This data is from Reaction yield outcomes from USPTO patents with 853,638 reactions. The task is: Predict the reaction yield, written as a fraction of the theoretical maximum amount of product (1.0 means a 100% yield; for example, 0.34 means a 34% yield). (1) The reactants are [Cl:1][C:2]1[CH:19]=[CH:18][C:5]([CH2:6]N2C3C(=CC(O)=CC=3)C=C2C)=[CH:4][CH:3]=1.C(OC(=O)C)(=O)C.C(N(CC)CC)C.[C:34]([O:37][C:38]1[CH:39]=[C:40]2[C:44](=[CH:45][CH:46]=1)[N:43]([CH2:47][C:48]1[CH:53]=[CH:52][C:51]([Cl:54])=[CH:50][CH:49]=1)[C:42]([CH3:55])=[CH:41]2)(=[O:36])[CH3:35]. The catalyst is ClCCl.CN(C)C1C=CN=CC=1.O. The product is [C:34]([O:37][C:38]1[CH:39]=[C:40]2[C:44](=[CH:45][CH:46]=1)[N:43]([CH2:47][C:48]1[CH:53]=[CH:52][C:51]([Cl:54])=[CH:50][CH:49]=1)[C:42]([CH3:55])=[C:41]2[CH2:6][C:5]1[CH:18]=[CH:19][C:2]([Cl:1])=[CH:3][CH:4]=1)(=[O:36])[CH3:35]. The yield is 0.870. (2) The reactants are Cl[C:2]1[N:3]=[CH:4][C:5]2[N:11]([CH3:12])[C:10](=[O:13])[C:9]([F:15])([F:14])[CH2:8][N:7]([CH:16]([CH3:18])[CH3:17])[C:6]=2[N:19]=1.[NH2:20][C:21]1[C:36]([O:37][CH3:38])=[CH:35][C:24]([C:25]([NH:27][CH:28]2[CH2:33][CH2:32][N:31]([CH3:34])[CH2:30][CH2:29]2)=[O:26])=[C:23]([F:39])[CH:22]=1.S(=O)(=O)(O)O.C(=O)([O-])[O-].[Na+].[Na+]. The catalyst is O.C(O)C. The product is [F:14][C:9]1([F:15])[CH2:8][N:7]([CH:16]([CH3:18])[CH3:17])[C:6]2[N:19]=[C:2]([NH:20][C:21]3[C:36]([O:37][CH3:38])=[CH:35][C:24]([C:25]([NH:27][CH:28]4[CH2:33][CH2:32][N:31]([CH3:34])[CH2:30][CH2:29]4)=[O:26])=[C:23]([F:39])[CH:22]=3)[N:3]=[CH:4][C:5]=2[N:11]([CH3:12])[C:10]1=[O:13]. The yield is 0.350.